From a dataset of Full USPTO retrosynthesis dataset with 1.9M reactions from patents (1976-2016). Predict the reactants needed to synthesize the given product. (1) Given the product [CH2:26]([O:25][C:23](=[O:24])[CH2:22][N:9]1[CH:8]=[C:7]([C:5]2[S:6][C:2]([Cl:1])=[CH:3][CH:4]=2)[N:11]([CH2:12][C:13]2[CH:18]=[CH:17][CH:16]=[CH:15][C:14]=2[F:19])[C:10]1=[O:20])[CH3:27], predict the reactants needed to synthesize it. The reactants are: [Cl:1][C:2]1[S:6][C:5]([C:7]2[N:11]([CH2:12][C:13]3[CH:18]=[CH:17][CH:16]=[CH:15][C:14]=3[F:19])[C:10](=[O:20])[NH:9][CH:8]=2)=[CH:4][CH:3]=1.Cl[CH2:22][C:23]([O:25][CH2:26][CH3:27])=[O:24].C(=O)([O-])[O-].[K+].[K+]. (2) Given the product [F:1][C:2]1[C:11]2[C:6](=[CH:7][CH:8]=[CH:9][CH:10]=2)[CH:5]=[C:4]([NH:12][C:13]2[O:14][C@:15]3([CH2:23][N:24]=2)[CH:20]2[CH2:19][CH2:18][N+:17]([O-:33])([CH2:22][CH2:21]2)[CH2:16]3)[N:3]=1, predict the reactants needed to synthesize it. The reactants are: [F:1][C:2]1[C:11]2[C:6](=[CH:7][CH:8]=[CH:9][CH:10]=2)[CH:5]=[C:4]([NH:12][C:13]2[O:14][C@:15]3([CH2:23][N:24]=2)[CH:20]2[CH2:21][CH2:22][N:17]([CH2:18][CH2:19]2)[CH2:16]3)[N:3]=1.C1C=C(Cl)C=C(C(OO)=[O:33])C=1. (3) The reactants are: [CH2:1]([Mg]Br)[CH3:2].C([C:7]1[CH:8]=[N:9][CH:10]=[N:11][CH:12]=1)#C.[Cl:13][C:14]1[CH:19]=[CH:18][CH:17]=[CH:16][C:15]=1[C:20]1[O:24][N:23]=[C:22]([CH2:25][O:26][CH:27]2[CH2:32][CH2:31][CH2:30][CH2:29][O:28]2)[C:21]=1[CH:33]=[O:34]. Given the product [Cl:13][C:14]1[CH:19]=[CH:18][CH:17]=[CH:16][C:15]=1[C:20]1[O:24][N:23]=[C:22]([CH2:25][O:26][CH:27]2[CH2:32][CH2:31][CH2:30][CH2:29][O:28]2)[C:21]=1[CH:33]([OH:34])[C:1]#[C:2][C:10]1[N:11]=[CH:12][CH:7]=[CH:8][N:9]=1, predict the reactants needed to synthesize it. (4) Given the product [O:1]=[C:2]1[N:8]([CH:9]2[CH2:14][CH2:13][N:12]([C:15]([O:17][C@H:18]([CH2:34][C:35]3[CH:40]=[C:39]([CH3:41])[C:38]4[NH:42][C:51]([CH:48]5[CH2:50][CH2:49]5)=[N:43][C:37]=4[CH:36]=3)[C:19]([N:21]3[CH2:26][CH2:25][CH:24]([N:27]4[CH2:28][CH2:29][N:30]([CH3:33])[CH2:31][CH2:32]4)[CH2:23][CH2:22]3)=[O:20])=[O:16])[CH2:11][CH2:10]2)[CH2:7][CH2:6][C:5]2[CH:44]=[CH:45][CH:46]=[CH:47][C:4]=2[NH:3]1, predict the reactants needed to synthesize it. The reactants are: [O:1]=[C:2]1[N:8]([CH:9]2[CH2:14][CH2:13][N:12]([C:15]([O:17][C@H:18]([CH2:34][C:35]3[CH:40]=[C:39]([CH3:41])[C:38]([NH2:42])=[C:37]([NH2:43])[CH:36]=3)[C:19]([N:21]3[CH2:26][CH2:25][CH:24]([N:27]4[CH2:32][CH2:31][N:30]([CH3:33])[CH2:29][CH2:28]4)[CH2:23][CH2:22]3)=[O:20])=[O:16])[CH2:11][CH2:10]2)[CH2:7][CH2:6][C:5]2[CH:44]=[CH:45][CH:46]=[CH:47][C:4]=2[NH:3]1.[CH:48]1([CH:51]=O)[CH2:50][CH2:49]1. (5) The reactants are: C([N:8]1[CH2:13][CH2:12][CH:11]([N:14]([C:18]([O:20][C:21]([CH3:24])([CH3:23])[CH3:22])=[O:19])[CH:15]([CH3:17])[CH3:16])[CH2:10][CH2:9]1)C1C=CC=CC=1. Given the product [C:21]([O:20][C:18]([N:14]([CH:11]1[CH2:10][CH2:9][NH:8][CH2:13][CH2:12]1)[CH:15]([CH3:17])[CH3:16])=[O:19])([CH3:23])([CH3:24])[CH3:22], predict the reactants needed to synthesize it. (6) Given the product [Br-:22].[Cl:1][C:2]1[CH:7]=[CH:6][C:5]([S+:8]([C:23]2[CH:28]=[CH:27][C:26]([Cl:29])=[CH:25][CH:24]=2)[C:10]2[CH:15]=[CH:14][C:13]([Cl:16])=[CH:12][CH:11]=2)=[CH:4][CH:3]=1, predict the reactants needed to synthesize it. The reactants are: [Cl:1][C:2]1[CH:7]=[CH:6][C:5]([S:8]([C:10]2[CH:15]=[CH:14][C:13]([Cl:16])=[CH:12][CH:11]=2)=O)=[CH:4][CH:3]=1.C[Si](C)(C)Cl.[Br:22][C:23]1[CH:28]=[CH:27][C:26]([Cl:29])=[CH:25][CH:24]=1.Br. (7) Given the product [CH3:8][CH:7]([C:9]1[N:13]([CH2:14][CH2:15][C@@H:16]([OH:24])[CH2:17][C@@H:18]([OH:23])[CH2:19][C:20]([OH:22])=[O:21])[C:12]([C:25]2[CH:30]=[CH:29][C:28]([F:31])=[CH:27][CH:26]=2)=[C:11]([C:32]2[CH:37]=[CH:36][CH:35]=[CH:34][CH:33]=2)[C:10]=1[C:38]([NH:40][C:41]1[CH:46]=[CH:45][CH:44]=[CH:43][CH:42]=1)=[O:39])[CH3:6], predict the reactants needed to synthesize it. The reactants are: C[O-].[Ca+2].C[O-].[CH3:6][CH:7]([C:9]1[N:13]([CH2:14][CH2:15][C@@H:16]([OH:24])[CH2:17][C@@H:18]([OH:23])[CH2:19][C:20]([OH:22])=[O:21])[C:12]([C:25]2[CH:26]=[CH:27][C:28]([F:31])=[CH:29][CH:30]=2)=[C:11]([C:32]2[CH:33]=[CH:34][CH:35]=[CH:36][CH:37]=2)[C:10]=1[C:38]([NH:40][C:41]1[CH:42]=[CH:43][CH:44]=[CH:45][CH:46]=1)=[O:39])[CH3:8].[CH3:8][CH:7]([C:9]1[N:13]([CH2:14][CH2:15][C@@H:16]([OH:24])[CH2:17][C@@H:18]([OH:23])[CH2:19][C:20]([OH:22])=[O:21])[C:12]([C:25]2[CH:30]=[CH:29][C:28]([F:31])=[CH:27][CH:26]=2)=[C:11]([C:32]2[CH:37]=[CH:36][CH:35]=[CH:34][CH:33]=2)[C:10]=1[C:38]([NH:40][C:41]1[CH:46]=[CH:45][CH:44]=[CH:43][CH:42]=1)=[O:39])[CH3:6].[Ca].